Dataset: NCI-60 drug combinations with 297,098 pairs across 59 cell lines. Task: Regression. Given two drug SMILES strings and cell line genomic features, predict the synergy score measuring deviation from expected non-interaction effect. (1) Drug 1: COC1=C(C=C2C(=C1)N=CN=C2NC3=CC(=C(C=C3)F)Cl)OCCCN4CCOCC4. Drug 2: CCC1=CC2CC(C3=C(CN(C2)C1)C4=CC=CC=C4N3)(C5=C(C=C6C(=C5)C78CCN9C7C(C=CC9)(C(C(C8N6C)(C(=O)OC)O)OC(=O)C)CC)OC)C(=O)OC.C(C(C(=O)O)O)(C(=O)O)O. Cell line: HOP-92. Synergy scores: CSS=46.3, Synergy_ZIP=-10.7, Synergy_Bliss=2.29, Synergy_Loewe=6.21, Synergy_HSA=7.84. (2) Drug 1: CCCS(=O)(=O)NC1=C(C(=C(C=C1)F)C(=O)C2=CNC3=C2C=C(C=N3)C4=CC=C(C=C4)Cl)F. Drug 2: CC1CCC2CC(C(=CC=CC=CC(CC(C(=O)C(C(C(=CC(C(=O)CC(OC(=O)C3CCCCN3C(=O)C(=O)C1(O2)O)C(C)CC4CCC(C(C4)OC)OCCO)C)C)O)OC)C)C)C)OC. Cell line: SF-295. Synergy scores: CSS=46.0, Synergy_ZIP=6.91, Synergy_Bliss=7.00, Synergy_Loewe=-7.76, Synergy_HSA=7.46. (3) Drug 1: CCC1(CC2CC(C3=C(CCN(C2)C1)C4=CC=CC=C4N3)(C5=C(C=C6C(=C5)C78CCN9C7C(C=CC9)(C(C(C8N6C=O)(C(=O)OC)O)OC(=O)C)CC)OC)C(=O)OC)O.OS(=O)(=O)O. Drug 2: C1CN(CCN1C(=O)CCBr)C(=O)CCBr. Cell line: A549. Synergy scores: CSS=20.2, Synergy_ZIP=3.55, Synergy_Bliss=3.26, Synergy_Loewe=0.724, Synergy_HSA=0.932. (4) Drug 1: CC1=C(C=C(C=C1)C(=O)NC2=CC(=CC(=C2)C(F)(F)F)N3C=C(N=C3)C)NC4=NC=CC(=N4)C5=CN=CC=C5. Drug 2: CC1CCCC2(C(O2)CC(NC(=O)CC(C(C(=O)C(C1O)C)(C)C)O)C(=CC3=CSC(=N3)C)C)C. Cell line: BT-549. Synergy scores: CSS=43.0, Synergy_ZIP=8.01, Synergy_Bliss=0.410, Synergy_Loewe=-25.2, Synergy_HSA=-1.28. (5) Drug 1: C1CCN(CC1)CCOC2=CC=C(C=C2)C(=O)C3=C(SC4=C3C=CC(=C4)O)C5=CC=C(C=C5)O. Drug 2: COC1=CC(=CC(=C1O)OC)C2C3C(COC3=O)C(C4=CC5=C(C=C24)OCO5)OC6C(C(C7C(O6)COC(O7)C8=CC=CS8)O)O. Cell line: TK-10. Synergy scores: CSS=26.2, Synergy_ZIP=-2.61, Synergy_Bliss=0.946, Synergy_Loewe=-3.76, Synergy_HSA=1.67. (6) Drug 1: C1=NC2=C(N1)C(=S)N=C(N2)N. Drug 2: CN(C(=O)NC(C=O)C(C(C(CO)O)O)O)N=O. Cell line: NCIH23. Synergy scores: CSS=53.1, Synergy_ZIP=-4.27, Synergy_Bliss=-3.73, Synergy_Loewe=-20.8, Synergy_HSA=-2.41. (7) Drug 1: CC1C(C(CC(O1)OC2CC(CC3=C2C(=C4C(=C3O)C(=O)C5=C(C4=O)C(=CC=C5)OC)O)(C(=O)CO)O)N)O.Cl. Drug 2: CC12CCC3C(C1CCC2OP(=O)(O)O)CCC4=C3C=CC(=C4)OC(=O)N(CCCl)CCCl.[Na+]. Cell line: CAKI-1. Synergy scores: CSS=2.07, Synergy_ZIP=-2.48, Synergy_Bliss=-2.78, Synergy_Loewe=-2.69, Synergy_HSA=-1.80.